From a dataset of Catalyst prediction with 721,799 reactions and 888 catalyst types from USPTO. Predict which catalyst facilitates the given reaction. (1) Reactant: [CH:1]([N:4]1[C:8]2[CH:9]=[CH:10][CH:11]=[CH:12][C:7]=2[NH:6][C:5]1=[O:13])([CH3:3])[CH3:2].C(N(CC)CC)C.Cl[C:22](Cl)([O:24]C(=O)OC(Cl)(Cl)Cl)Cl.[NH2:33][CH2:34][CH:35]1[CH2:40][CH2:39][N:38]([C:41]([O:43][C:44]([CH3:47])([CH3:46])[CH3:45])=[O:42])[CH2:37][CH2:36]1.C([O-])(O)=O.[Na+]. Product: [CH:1]([N:4]1[C:8]2[CH:9]=[CH:10][CH:11]=[CH:12][C:7]=2[N:6]([C:22]([NH:33][CH2:34][CH:35]2[CH2:40][CH2:39][N:38]([C:41]([O:43][C:44]([CH3:47])([CH3:46])[CH3:45])=[O:42])[CH2:37][CH2:36]2)=[O:24])[C:5]1=[O:13])([CH3:3])[CH3:2]. The catalyst class is: 7. (2) Reactant: C[O:2][C:3]1[CH:12]=[C:11]2[C:6]([CH:7]=[N:8][C:9]([NH:13][C:14]3[CH:15]=[C:16]([S:20]([NH2:23])(=[O:22])=[O:21])[CH:17]=[CH:18][CH:19]=3)=[N:10]2)=[CH:5][CH:4]=1.C[S-].[Na+]. Product: [OH:2][C:3]1[CH:12]=[C:11]2[C:6]([CH:7]=[N:8][C:9]([NH:13][C:14]3[CH:15]=[C:16]([S:20]([NH2:23])(=[O:22])=[O:21])[CH:17]=[CH:18][CH:19]=3)=[N:10]2)=[CH:5][CH:4]=1. The catalyst class is: 37.